Dataset: Forward reaction prediction with 1.9M reactions from USPTO patents (1976-2016). Task: Predict the product of the given reaction. (1) Given the reactants Br[C:2]1[C:3]([C:31]#[N:32])=[CH:4][CH:5]=[C:6]2[C:14]=1[NH:13][C:12]1[C:11]([CH3:16])([CH3:15])[C:10]3[CH:17]=[C:18]([O:21][CH2:22][C@H:23]4[CH2:27][O:26][C:25]([CH3:29])([CH3:28])[O:24]4)[CH:19]=[CH:20][C:9]=3[C:8](=[O:30])[C:7]2=1.[Cu][C:34]#[N:35].O, predict the reaction product. The product is: [CH3:29][C:25]1([CH3:28])[O:24][C@@H:23]([CH2:22][O:21][C:18]2[CH:19]=[CH:20][C:9]3[C:8](=[O:30])[C:7]4[C:6]5[C:14](=[C:2]([C:34]#[N:35])[C:3]([C:31]#[N:32])=[CH:4][CH:5]=5)[NH:13][C:12]=4[C:11]([CH3:15])([CH3:16])[C:10]=3[CH:17]=2)[CH2:27][O:26]1. (2) Given the reactants [C:1]12([C:13]([O:15]C)=[O:14])[CH2:8][CH2:7][C:4]([C:9]([O:11][CH3:12])=[O:10])([CH2:5][CH2:6]1)[CH2:3][CH2:2]2.[OH-].[K+], predict the reaction product. The product is: [CH3:12][O:11][C:9]([C:4]12[CH2:7][CH2:8][C:1]([C:13]([OH:15])=[O:14])([CH2:6][CH2:5]1)[CH2:2][CH2:3]2)=[O:10].